The task is: Predict the reactants needed to synthesize the given product.. This data is from Full USPTO retrosynthesis dataset with 1.9M reactions from patents (1976-2016). (1) Given the product [C:1]([O:6][CH2:7][CH2:8][OH:9])(=[O:5])[C:2]([CH3:4])=[CH2:3].[CH3:10][N:11]([CH3:16])[C:12](=[O:15])[CH:13]=[CH2:14].[C:17]([OH:21])(=[O:20])[CH:18]=[CH2:19], predict the reactants needed to synthesize it. The reactants are: [C:1]([O:6][CH2:7][CH2:8][OH:9])(=[O:5])[C:2]([CH3:4])=[CH2:3].[CH3:10][N:11]([CH3:16])[C:12](=[O:15])[CH:13]=[CH2:14].[C:17]([OH:21])(=[O:20])[CH:18]=[CH2:19].N(C(C1NCCN=1)(C)C)=NC(C1NCCN=1)(C)C. (2) Given the product [NH2:1][C:2]1[CH:29]([CH3:30])[CH:6]2[CH2:7][C:8]([CH2:11][CH:12]3[CH2:17][CH2:16][N:15]([C:18]4[CH:19]=[CH:20][C:21]([N:24]5[CH:28]=[CH:27][N:26]=[CH:25]5)=[CH:22][CH:23]=4)[CH2:14][CH2:13]3)([CH3:10])[O:9][C:5]2=[C:4]([CH3:31])[C:3]=1[CH3:32], predict the reactants needed to synthesize it. The reactants are: [NH2:1][C:2]1[CH:29]([CH3:30])[CH:6]2[CH2:7][C:8]([CH2:11][C:12]3[CH2:13][CH2:14][N:15]([C:18]4[CH:23]=[CH:22][C:21]([N:24]5[CH:28]=[CH:27][N:26]=[CH:25]5)=[CH:20][CH:19]=4)[CH2:16][CH:17]=3)([CH3:10])[O:9][C:5]2=[C:4]([CH3:31])[C:3]=1[CH3:32].C(O)C.C(O)(=O)C.[OH-].[Na+].